From a dataset of CYP2C9 inhibition data for predicting drug metabolism from PubChem BioAssay. Regression/Classification. Given a drug SMILES string, predict its absorption, distribution, metabolism, or excretion properties. Task type varies by dataset: regression for continuous measurements (e.g., permeability, clearance, half-life) or binary classification for categorical outcomes (e.g., BBB penetration, CYP inhibition). Dataset: cyp2c9_veith. The compound is CC(=O)O[C@@H]1CN2CCC1CC2. The result is 0 (non-inhibitor).